Task: Predict the reactants needed to synthesize the given product.. Dataset: Full USPTO retrosynthesis dataset with 1.9M reactions from patents (1976-2016) (1) Given the product [F:8][C:6]1[CH:7]=[CH:2][C:3]2[C:9]3[C:10]([CH:15]([CH3:16])[N:17]([S:18]([C:21]4[CH:26]=[CH:25][CH:24]=[C:23]([O:27][CH3:28])[CH:22]=4)(=[O:20])=[O:19])[C:4]=2[CH:5]=1)=[CH:11][CH:12]=[CH:13][CH:14]=3, predict the reactants needed to synthesize it. The reactants are: F[C:2]1[CH:7]=[C:6]([F:8])[CH:5]=[CH:4][C:3]=1[C:9]1[CH:14]=[CH:13][CH:12]=[CH:11][C:10]=1[CH:15]([NH:17][S:18]([C:21]1[CH:26]=[CH:25][CH:24]=[C:23]([O:27][CH3:28])[CH:22]=1)(=[O:20])=[O:19])[CH3:16].C(=O)([O-])[O-].[K+].[K+]. (2) Given the product [F:2][C:3]1[CH:8]=[C:7]([F:9])[CH:6]=[C:5]2[C:4]=1[CH:22]=[C:20]([C:19]([O:24][CH2:25][CH3:26])=[O:23])[NH:10]2, predict the reactants needed to synthesize it. The reactants are: Cl.[F:2][C:3]1[CH:4]=[C:5]([NH:10]N)[CH:6]=[C:7]([F:9])[CH:8]=1.C(N(CC)CC)C.[C:19]([O:24][CH2:25][CH3:26])(=[O:23])[C:20]([CH3:22])=O.O. (3) Given the product [N:34]1([C:30]2[CH:29]=[C:28]([C:24]3[CH:23]=[C:22]([C:21]4[CH2:20][C:19](=[O:40])[NH:18][C:9]5[CH:10]=[C:11]([C:14]([F:17])([F:15])[F:16])[CH:12]=[CH:13][C:8]=5[N:7]=4)[CH:27]=[CH:26][CH:25]=3)[CH:33]=[CH:32][N:31]=2)[CH2:35][CH2:36][CH2:37][CH2:38]1, predict the reactants needed to synthesize it. The reactants are: C(OC(=O)[NH:7][C:8]1[CH:13]=[CH:12][C:11]([C:14]([F:17])([F:16])[F:15])=[CH:10][C:9]=1[NH:18][C:19](=[O:40])[CH2:20][C:21](=O)[C:22]1[CH:27]=[CH:26][CH:25]=[C:24]([C:28]2[CH:33]=[CH:32][N:31]=[C:30]([N:34]3[CH2:38][CH2:37][CH2:36][CH2:35]3)[CH:29]=2)[CH:23]=1)(C)(C)C.C(O)(C(F)(F)F)=O. (4) The reactants are: Cl[C:2]1[N:7]=[C:6]([C:8]2[N:13]=[C:12]([NH:14][C@@H:15]([CH:17]3[CH2:19][CH2:18]3)[CH3:16])[N:11]=[C:10]([NH:20][C@@H:21]([CH:23]3[CH2:25][CH2:24]3)[CH3:22])[N:9]=2)[CH:5]=[CH:4][CH:3]=1. Given the product [CH:23]1([C@H:21]([NH:20][C:10]2[N:11]=[C:12]([NH:14][C@@H:15]([CH:17]3[CH2:19][CH2:18]3)[CH3:16])[N:13]=[C:8]([C:6]3[CH:5]=[CH:4][CH:3]=[CH:2][N:7]=3)[N:9]=2)[CH3:22])[CH2:24][CH2:25]1, predict the reactants needed to synthesize it. (5) Given the product [NH2:35][C@H:32]1[CH2:31][CH2:30][C@H:29]([NH:28][C:26]2[N:25]=[C:24]3[C:20]([N:21]=[CH:22][NH:23]3)=[C:19]([N:15]3[C:16]4[C:12](=[CH:11][C:10]([NH:9][C:7](=[O:8])[CH2:6][C:2]5[S:1][CH:5]=[CH:4][CH:3]=5)=[CH:18][CH:17]=4)[CH2:13][CH2:14]3)[N:27]=2)[CH2:34][CH2:33]1, predict the reactants needed to synthesize it. The reactants are: [S:1]1[CH:5]=[CH:4][CH:3]=[C:2]1[CH2:6][C:7]([NH:9][C:10]1[CH:11]=[C:12]2[C:16](=[CH:17][CH:18]=1)[N:15]([C:19]1[N:27]=[C:26]([NH:28][C@H:29]3[CH2:34][CH2:33][C@H:32]([NH:35]C(OC(C)(C)C)=O)[CH2:31][CH2:30]3)[N:25]=[C:24]3[C:20]=1[N:21]=[CH:22][N:23]3C(OC(C)(C)C)=O)[CH2:14][CH2:13]2)=[O:8].Cl. (6) Given the product [OH:1][C:2]1[C:9]([OH:10])=[CH:8][C:5]([C:6]#[N:7])=[C:4]([CH2:12][N:13]2[CH2:18][CH2:17][O:16][CH2:15][CH2:14]2)[C:3]=1[C:19]#[N:20], predict the reactants needed to synthesize it. The reactants are: [OH:1][C:2]1[C:9]([O:10]C)=[CH:8][C:5]([C:6]#[N:7])=[C:4]([CH2:12][N:13]2[CH2:18][CH2:17][O:16][CH2:15][CH2:14]2)[C:3]=1[C:19]#[N:20].C(#N)C.B(Br)(Br)Br.